This data is from Full USPTO retrosynthesis dataset with 1.9M reactions from patents (1976-2016). The task is: Predict the reactants needed to synthesize the given product. (1) Given the product [CH2:11]([O:7][C:6](=[O:8])[C:5]([CH3:10])([CH3:9])[CH2:4][CH2:3][OH:2])[C:12]1[CH:17]=[CH:16][CH:15]=[CH:14][CH:13]=1, predict the reactants needed to synthesize it. The reactants are: [K+].[OH:2][CH2:3][CH2:4][C:5]([CH3:10])([CH3:9])[C:6]([O-:8])=[O:7].[CH2:11](Br)[C:12]1[CH:17]=[CH:16][CH:15]=[CH:14][CH:13]=1.[Na+].[I-].C([O-])([O-])=O.[K+].[K+]. (2) Given the product [CH3:1][O:2][C:3]([C@@H:5]1[CH2:18][C@H:17]([NH:19][S:35]([C:29]2[CH:34]=[CH:33][CH:32]=[CH:31][CH:30]=2)(=[O:37])=[O:36])[C:16](=[O:20])[C@H:15]2[C@@:6]1([CH3:28])[CH2:7][CH2:8][C@@H:9]1[C@:14]2([CH3:21])[CH2:13][C@@H:12]([C:22]2[CH:26]=[CH:25][O:24][CH:23]=2)[O:11][C:10]1=[O:27])=[O:4], predict the reactants needed to synthesize it. The reactants are: [CH3:1][O:2][C:3]([C@@H:5]1[CH2:18][C@H:17]([NH2:19])[C:16](=[O:20])[C@H:15]2[C@@:6]1([CH3:28])[CH2:7][CH2:8][C@@H:9]1[C@:14]2([CH3:21])[CH2:13][C@@H:12]([C:22]2[CH:26]=[CH:25][O:24][CH:23]=2)[O:11][C:10]1=[O:27])=[O:4].[C:29]1([S:35](Cl)(=[O:37])=[O:36])[CH:34]=[CH:33][CH:32]=[CH:31][CH:30]=1.C(N(CC)CC)C.CO. (3) The reactants are: [F:1][C:2]1[CH:14]=[CH:13][C:5]([C:6](=[O:12])[NH:7][CH2:8][C:9]([OH:11])=O)=[CH:4][CH:3]=1.[C:15]1([CH:21]([NH2:29])[C:22]2[CH:23]=[C:24]([CH3:28])[CH:25]=[CH:26][CH:27]=2)[CH:20]=[CH:19][CH:18]=[CH:17][CH:16]=1. Given the product [F:1][C:2]1[CH:3]=[CH:4][C:5]([C:6]([NH:7][CH2:8][C:9](=[O:11])[NH:29][CH:21]([C:15]2[CH:20]=[CH:19][CH:18]=[CH:17][CH:16]=2)[C:22]2[CH:23]=[C:24]([CH3:28])[CH:25]=[CH:26][CH:27]=2)=[O:12])=[CH:13][CH:14]=1, predict the reactants needed to synthesize it. (4) Given the product [CH:25]([C:10]1[CH:11]=[CH:12][C:4]([OH:3])=[C:5]([CH:9]=1)[C:6]([NH2:7])=[O:8])=[O:26].[CH3:1][C:2]1([CH3:13])[NH:7][C:6](=[O:8])[C:5]2[CH:9]=[CH:10][CH:11]=[CH:12][C:4]=2[O:3]1, predict the reactants needed to synthesize it. The reactants are: [CH3:1][C:2]1([CH3:13])[NH:7][C:6](=[O:8])[C:5]2[CH:9]=[CH:10][CH:11]=[CH:12][C:4]=2[O:3]1.[B][B][B][B][B][B][B][B][B][B].C(O)[CH2:25][O:26]CCOCCO. (5) Given the product [CH3:13][C:8]1([C:7]2[C:2]([CH2:15][C:14]#[N:16])=[N:3][CH:4]=[CH:5][CH:6]=2)[O:12][CH2:11][CH2:10][O:9]1, predict the reactants needed to synthesize it. The reactants are: Cl[C:2]1[C:7]([C:8]2([CH3:13])[O:12][CH2:11][CH2:10][O:9]2)=[CH:6][CH:5]=[CH:4][N:3]=1.[C:14](#[N:16])[CH3:15].C[Si]([N-][Si](C)(C)C)(C)C.[Na+].[NH4+].[Cl-].